This data is from Catalyst prediction with 721,799 reactions and 888 catalyst types from USPTO. The task is: Predict which catalyst facilitates the given reaction. (1) Reactant: [NH2:1][C:2]1[CH:3]=[C:4]([CH:21]=[CH:22][C:23]=1[O:24][C:25]([F:28])([F:27])[F:26])[C:5]([NH:7][C:8]1[CH:9]=[N:10][C:11]([C:14]2[CH:19]=[CH:18][CH:17]=[CH:16][C:15]=2[F:20])=[CH:12][CH:13]=1)=[O:6].N1C=CC=CC=1.[Cl:35][CH:36]([CH3:40])[C:37](Cl)=[O:38]. Product: [Cl:35][CH:36]([CH3:40])[C:37]([NH:1][C:2]1[CH:3]=[C:4]([CH:21]=[CH:22][C:23]=1[O:24][C:25]([F:27])([F:28])[F:26])[C:5]([NH:7][C:8]1[CH:9]=[N:10][C:11]([C:14]2[CH:19]=[CH:18][CH:17]=[CH:16][C:15]=2[F:20])=[CH:12][CH:13]=1)=[O:6])=[O:38]. The catalyst class is: 2. (2) Reactant: C(OC1C=CC(C(Cl)=O)=CC=1)C.[CH3:13][O:14][C:15]1[CH:16]=[C:17]2[C:22](=[CH:23][C:24]=1[O:25][CH3:26])[N:21]=[CH:20][CH:19]=[C:18]2[O:27][C:28]1[CH:34]=[CH:33][C:31]([NH2:32])=[CH:30][C:29]=1[F:35].[CH2:36]([O:38][C:39]1[CH:44]=[CH:43][C:42]([C:45]([N:47]=[C:48]=[S:49])=[O:46])=[CH:41][CH:40]=1)[CH3:37]. Product: [CH2:36]([O:38][C:39]1[CH:44]=[CH:43][C:42]([C:45]([N:47]=[C:48]=[S:49])=[O:46])=[CH:41][CH:40]=1)[CH3:37].[CH3:13][O:14][C:15]1[CH:16]=[C:17]2[C:22](=[CH:23][C:24]=1[O:25][CH3:26])[N:21]=[CH:20][CH:19]=[C:18]2[O:27][C:28]1[CH:34]=[CH:33][C:31]([NH:32][C:48]([NH:47][C:45](=[O:46])[C:42]2[CH:43]=[CH:44][C:39]([O:38][CH2:36][CH3:37])=[CH:40][CH:41]=2)=[S:49])=[CH:30][C:29]=1[F:35]. The catalyst class is: 234.